From a dataset of Full USPTO retrosynthesis dataset with 1.9M reactions from patents (1976-2016). Predict the reactants needed to synthesize the given product. (1) The reactants are: CN(CC1C=C(CN(C)C)C(O)=C(CN(C)C)C=1)C.[O:20]1[CH2:24][CH2:23][O:22][CH:21]1[CH2:25][NH:26][CH2:27][C:28]1[N:29]=[C:30]2[CH:35]=[C:34]([C:36]#[N:37])[CH:33]=[CH:32][N:31]2[CH:38]=1.[F:39][C:40]1[CH:55]=[C:54]([F:56])[CH:53]=[C:52]([F:57])[C:41]=1[C:42]([C:44]1[CH:45]=[C:46]([C:49](O)=[O:50])[NH:47][CH:48]=1)=[O:43].C(Cl)CCl.C1C=CC2N(O)N=NC=2C=1.C(N(CC)CC)C. Given the product [C:36]([C:34]1[CH:33]=[CH:32][N:31]2[CH:38]=[C:28]([CH2:27][N:26]([CH2:25][CH:21]3[O:20][CH2:24][CH2:23][O:22]3)[C:49]([C:46]3[NH:47][CH:48]=[C:44]([C:42](=[O:43])[C:41]4[C:40]([F:39])=[CH:55][C:54]([F:56])=[CH:53][C:52]=4[F:57])[CH:45]=3)=[O:50])[N:29]=[C:30]2[CH:35]=1)#[N:37], predict the reactants needed to synthesize it. (2) Given the product [C:21]([O:24][C:25](=[O:26])[NH:1][CH:2]1[CH:7]2[CH2:8][C:9](=[CH2:11])[CH2:10][CH:3]1[CH2:4][C:5](=[O:12])[CH2:6]2)([CH3:23])([CH3:22])[CH3:20], predict the reactants needed to synthesize it. The reactants are: [NH2:1][CH:2]1[CH:7]2[CH2:8][C:9](=[CH2:11])[CH2:10][CH:3]1[CH2:4][C:5](=[O:12])[CH2:6]2.CCN(CC)CC.[CH3:20][C:21]([O:24][C:25](O[C:25]([O:24][C:21]([CH3:23])([CH3:22])[CH3:20])=[O:26])=[O:26])([CH3:23])[CH3:22]. (3) Given the product [Cl:25][C:6]1[CH:5]=[CH:4][C:3]([CH2:2][NH:1][C:40]([C:39]2[O:35][N:36]=[CH:37][CH:38]=2)=[O:41])=[CH:8][C:7]=1[C:9]1[NH:13][C:12](=[O:14])[N:11]([C:15]2[CH:16]=[CH:17][C:18]([C:21]([F:24])([F:23])[F:22])=[CH:19][CH:20]=2)[N:10]=1, predict the reactants needed to synthesize it. The reactants are: [NH2:1][CH2:2][C:3]1[CH:4]=[CH:5][C:6]([Cl:25])=[C:7]([C:9]2[NH:13][C:12](=[O:14])[N:11]([C:15]3[CH:20]=[CH:19][C:18]([C:21]([F:24])([F:23])[F:22])=[CH:17][CH:16]=3)[N:10]=2)[CH:8]=1.CCN(C(C)C)C(C)C.[O:35]1[C:39]([C:40](Cl)=[O:41])=[CH:38][CH:37]=[N:36]1. (4) Given the product [Cl:47][C:35]1[C:36]([C:38]2[C:46]3[C:41](=[CH:42][CH:43]=[CH:44][CH:45]=3)[NH:40][CH:39]=2)=[N:37][C:32]([NH:31][C@H:28]2[CH2:29][CH2:30][N:26]([C:24]([C:21]3[CH:22]=[CH:23][C:18]([NH:17][C:7](=[O:8])/[CH:6]=[CH:5]/[CH2:4][N:3]([CH3:10])[CH3:2])=[CH:19][CH:20]=3)=[O:25])[CH2:27]2)=[N:33][CH:34]=1, predict the reactants needed to synthesize it. The reactants are: Cl.[CH3:2][N:3]([CH3:10])[CH2:4]/[CH:5]=[CH:6]/[C:7](O)=[O:8].C(Cl)(=O)C(Cl)=O.[NH2:17][C:18]1[CH:23]=[CH:22][C:21]([C:24]([N:26]2[CH2:30][CH2:29][C@H:28]([NH:31][C:32]3[N:37]=[C:36]([C:38]4[C:46]5[C:41](=[CH:42][CH:43]=[CH:44][CH:45]=5)[NH:40][CH:39]=4)[C:35]([Cl:47])=[CH:34][N:33]=3)[CH2:27]2)=[O:25])=[CH:20][CH:19]=1. (5) Given the product [F:20][C:21]1[CH:22]=[CH:23][C:24]([CH3:28])=[C:25]([CH:26]=1)[O:27][C:2]1[N:10]([C:11]2[CH:16]=[CH:15][CH:14]=[CH:13][CH:12]=2)[C:9]2[C:4](=[N:5][CH:6]=[C:7]([CH3:17])[CH:8]=2)[C:3]=1[CH:18]=[O:19], predict the reactants needed to synthesize it. The reactants are: Cl[C:2]1[N:10]([C:11]2[CH:16]=[CH:15][CH:14]=[CH:13][CH:12]=2)[C:9]2[C:4](=[N:5][CH:6]=[C:7]([CH3:17])[CH:8]=2)[C:3]=1[CH:18]=[O:19].[F:20][C:21]1[CH:22]=[CH:23][C:24]([CH3:28])=[C:25]([OH:27])[CH:26]=1. (6) Given the product [C:1]([O:5][C:6]([NH:8][CH2:9][C@H:10]1[CH2:15][CH2:14][C@H:13]([C:16]([NH:18][C@H:19]([C:37](=[O:49])[NH:38][C:39]2[CH:47]=[C:46]3[C:42]([C:43](=[O:48])[NH:44][NH:45]3)=[CH:41][CH:40]=2)[CH2:20][C:21]2[CH:26]=[CH:25][C:24]([C:27]3[CH:32]=[CH:31][C:30]([C:33]([NH:63][CH:60]4[CH2:61][CH2:62][N:57]([C:55]([O:54][C:50]([CH3:53])([CH3:51])[CH3:52])=[O:56])[CH:58]([CH3:64])[CH2:59]4)=[O:34])=[CH:29][C:28]=3[CH3:36])=[CH:23][CH:22]=2)=[O:17])[CH2:12][CH2:11]1)=[O:7])([CH3:4])([CH3:2])[CH3:3], predict the reactants needed to synthesize it. The reactants are: [C:1]([O:5][C:6]([NH:8][CH2:9][C@H:10]1[CH2:15][CH2:14][C@H:13]([C:16]([NH:18][C@H:19]([C:37](=[O:49])[NH:38][C:39]2[CH:47]=[C:46]3[C:42]([C:43](=[O:48])[NH:44][NH:45]3)=[CH:41][CH:40]=2)[CH2:20][C:21]2[CH:26]=[CH:25][C:24]([C:27]3[CH:32]=[CH:31][C:30]([C:33](O)=[O:34])=[CH:29][C:28]=3[CH3:36])=[CH:23][CH:22]=2)=[O:17])[CH2:12][CH2:11]1)=[O:7])([CH3:4])([CH3:3])[CH3:2].[C:50]([O:54][C:55]([N:57]1[CH2:62][CH2:61][CH:60]([NH2:63])[CH2:59][CH:58]1[CH3:64])=[O:56])([CH3:53])([CH3:52])[CH3:51].F[P-](F)(F)(F)(F)F.CN(C(ON1C2=NC=CC=C2N=N1)=[N+](C)C)C.C(N(CC)C(C)C)(C)C. (7) Given the product [Br:1][C:2]1[N:3]=[C:4]([NH:12][CH2:13][C:14]2[CH:19]=[CH:18][N:17]=[CH:16][CH:15]=2)[C:5]2[N:6]([CH:8]=[CH:9][N:10]=2)[CH:7]=1, predict the reactants needed to synthesize it. The reactants are: [Br:1][C:2]1[N:3]=[C:4](Br)[C:5]2[N:6]([CH:8]=[CH:9][N:10]=2)[CH:7]=1.[NH2:12][CH2:13][C:14]1[CH:19]=[CH:18][N:17]=[CH:16][CH:15]=1.C(=O)([O-])[O-].[K+].[K+].CC(N(C)C)=O. (8) The reactants are: Br[C:2]1[CH:3]=[N:4][O:5][CH:6]=1.[Li][CH2:8][CH2:9][CH2:10]C.[I:12]I.[NH4+].[Cl-].[CH2:16]1[CH2:20][O:19][CH2:18][CH2:17]1. Given the product [I:12][C:2]1[CH:3]=[N:4][O:5][C:6]=1[C:9]1[CH:10]=[CH:17][CH:16]=[C:20]([O:19][CH3:18])[CH:8]=1.[CH3:18][O:19][C:20]1[CH:6]=[CH:2][CH:3]=[CH:17][CH:16]=1, predict the reactants needed to synthesize it. (9) Given the product [CH2:1]([O:3][C:4](=[O:12])[CH2:5][CH:6]1[CH2:11][CH2:10][CH2:9][CH2:8][NH:7]1)[CH3:2], predict the reactants needed to synthesize it. The reactants are: [CH2:1]([O:3][C:4](=[O:12])[CH2:5][C:6]1[CH:11]=[CH:10][CH:9]=[CH:8][N:7]=1)[CH3:2].[H][H].